This data is from Catalyst prediction with 721,799 reactions and 888 catalyst types from USPTO. The task is: Predict which catalyst facilitates the given reaction. (1) Reactant: [Cl:1][C:2]1[CH:10]=[C:9]2[C:5]([CH2:6][C:7](=[O:11])[NH:8]2)=[CH:4][CH:3]=1.C(=O)([O-])[O-].[Na+].[Na+].[C:18](OC([O-])=O)([O:20][C:21]([CH3:24])([CH3:23])[CH3:22])=[O:19]. Product: [C:21]([O:20][C:18]([N:8]1[C:9]2[C:5](=[CH:4][CH:3]=[C:2]([Cl:1])[CH:10]=2)[CH2:6][C:7]1=[O:11])=[O:19])([CH3:24])([CH3:23])[CH3:22]. The catalyst class is: 1. (2) Reactant: F[C:2]1[C:10]([F:11])=[C:9]([F:12])[CH:8]=[CH:7][C:3]=1[C:4]([OH:6])=[O:5].C[Si]([N-][Si](C)(C)C)(C)C.[Li+].[CH3:23][C@H:24]1[O:29][C@@H:28]([CH3:30])[CH2:27][NH:26][CH2:25]1. Product: [CH3:30][C@H:28]1[O:29][C@@H:24]([CH3:23])[CH2:25][N:26]([C:2]2[C:10]([F:11])=[C:9]([F:12])[CH:8]=[CH:7][C:3]=2[C:4]([OH:6])=[O:5])[CH2:27]1. The catalyst class is: 1. (3) Reactant: [Cl:1][C:2]1[CH:7]=[C:6]([C:8]2[S:25][C:11]3[N:12]=[CH:13][N:14]=[C:15]([C:16]4[CH:21]=[CH:20][CH:19]=[C:18]([N+:22]([O-])=O)[CH:17]=4)[C:10]=3[CH:9]=2)[CH:5]=[CH:4][N:3]=1.[O-]S(S([O-])=O)=O.[Na+].[Na+]. Product: [Cl:1][C:2]1[CH:7]=[C:6]([C:8]2[S:25][C:11]3[N:12]=[CH:13][N:14]=[C:15]([C:16]4[CH:17]=[C:18]([NH2:22])[CH:19]=[CH:20][CH:21]=4)[C:10]=3[CH:9]=2)[CH:5]=[CH:4][N:3]=1. The catalyst class is: 24. (4) Reactant: [O:1]([C@H:9]1[CH2:14][CH2:13][C@H:12]2[C@H:15]3[C@H:24]([CH2:25][CH2:26][C@:10]12[CH3:11])[C:23]1[CH:22]=[CH:21][C:20]([O:27][CH3:28])=[CH:19][C:18]=1[C:17](=[O:29])[CH2:16]3)[Si:2]([C:5]([CH3:8])([CH3:7])[CH3:6])([CH3:4])[CH3:3].C[Si](C)(C)[N-][Si](C)(C)C.[K+].[CH2:40](I)[CH:41]=[CH2:42].O. Product: [O:1]([C@H:9]1[CH2:14][CH2:13][C@H:12]2[C@H:15]3[C@H:24]([CH2:25][CH2:26][C@:10]12[CH3:11])[C:23]1[CH:22]=[CH:21][C:20]([O:27][CH3:28])=[CH:19][C:18]=1[C:17](=[O:29])[C@H:16]3[CH2:42][CH:41]=[CH2:40])[Si:2]([C:5]([CH3:8])([CH3:7])[CH3:6])([CH3:4])[CH3:3]. The catalyst class is: 57. (5) Reactant: [F:1][C:2]([F:11])([F:10])[C:3]1[CH:4]=[C:5]([OH:9])[CH:6]=[CH:7][CH:8]=1.F[C:13]1[CH:20]=[CH:19][C:16]([CH:17]=[O:18])=[CH:15][CH:14]=1.C([O-])([O-])=O.[Cs+].[Cs+]. Product: [F:1][C:2]([F:10])([F:11])[C:3]1[CH:4]=[C:5]([O:9][C:13]2[CH:20]=[CH:19][C:16]([CH:17]=[O:18])=[CH:15][CH:14]=2)[CH:6]=[CH:7][CH:8]=1. The catalyst class is: 9. (6) Reactant: [C:1]1([OH:7])[CH:6]=[CH:5][CH:4]=[CH:3][CH:2]=1.[N:8]1[C:15]([NH2:16])=[N:14][C:12]([NH2:13])=[N:11][C:9]=1[NH2:10].C=O. Product: [N:8]1[C:15]([NH2:16])=[N:14][C:12]([NH2:13])=[N:11][C:9]=1[NH2:10].[CH2:1]=[O:7].[C:1]1([OH:7])[CH:6]=[CH:5][CH:4]=[CH:3][CH:2]=1. The catalyst class is: 66. (7) Reactant: [C:1]([CH2:3][C:4]1[C:12]([O:13][CH3:14])=[CH:11][C:10]([CH3:15])=[C:9]2[C:5]=1[CH:6]=[CH:7][N:8]2[C:16]([O:18][C:19]([CH3:22])([CH3:21])[CH3:20])=[O:17])#[N:2].[CH3:23][Si]([N-][Si](C)(C)C)(C)C.[Li+]. Product: [C:1]([CH:3]([C:4]1[C:12]([O:13][CH3:14])=[CH:11][C:10]([CH3:15])=[C:9]2[C:5]=1[CH:6]=[CH:7][N:8]2[C:16]([O:18][C:19]([CH3:22])([CH3:21])[CH3:20])=[O:17])[CH3:23])#[N:2]. The catalyst class is: 1. (8) Reactant: [OH:1][C:2]([C:5]([OH:8])(C)[CH3:6])(C)C.[O-:9][CH2:10][CH2:11]CC.[O-][CH2:15]CCC.[O-]CCCC.[O-]CCCC.[Ti+4:29]. Product: [CH3:6][CH:5]([O:8][C:10]([CH3:11])=[O:9])[CH2:2][O:1][CH3:15].[Ti:29]. The catalyst class is: 51. (9) Reactant: [Br-].[Br:2][C:3]1[CH:28]=[CH:27][C:6]([CH2:7][P+](C2C=CC=CC=2)(C2C=CC=CC=2)C2C=CC=CC=2)=[CH:5][CH:4]=1.[H-].[Na+].[Si:31]([O:38][CH2:39][C:40]1([CH:46]=O)[CH2:44][O:43][C:42]([CH3:45])=[N:41]1)([C:34]([CH3:37])([CH3:36])[CH3:35])([CH3:33])[CH3:32]. Product: [Br:2][C:3]1[CH:4]=[CH:5][C:6]([CH:7]=[CH:46][C:40]2([CH2:39][O:38][Si:31]([C:34]([CH3:37])([CH3:36])[CH3:35])([CH3:32])[CH3:33])[CH2:44][O:43][C:42]([CH3:45])=[N:41]2)=[CH:27][CH:28]=1. The catalyst class is: 1.